The task is: Predict the reactants needed to synthesize the given product.. This data is from Full USPTO retrosynthesis dataset with 1.9M reactions from patents (1976-2016). (1) Given the product [Cl:14][CH2:13][CH2:12][CH2:11][N:6]1[CH2:7][CH:8]2[CH:4]([CH:3]2[N:2]([CH3:9])[CH3:1])[CH2:5]1, predict the reactants needed to synthesize it. The reactants are: [CH3:1][N:2]([CH3:9])[CH:3]1[CH:8]2[CH:4]1[CH2:5][NH:6][CH2:7]2.Br[CH2:11][CH2:12][CH2:13][Cl:14].C(=O)([O-])[O-].[Cs+].[Cs+]. (2) Given the product [F:41][C:24]1[N:23]2[C:19]([CH:11]([O:12][C:13]3[CH:18]=[CH:17][CH:16]=[CH:15][CH:14]=3)[CH2:10][CH2:9][OH:8])=[N:20][N:21]=[C:22]2[CH:27]=[C:26]([C:28]2[CH:33]=[CH:32][N:31]=[C:30]([NH:34][C:35]3[N:36]([CH3:40])[N:37]=[CH:38][CH:39]=3)[N:29]=2)[CH:25]=1, predict the reactants needed to synthesize it. The reactants are: [Si]([O:8][CH2:9][CH2:10][CH:11]([C:19]1[N:23]2[C:24]([F:41])=[CH:25][C:26]([C:28]3[CH:33]=[CH:32][N:31]=[C:30]([NH:34][C:35]4[N:36]([CH3:40])[N:37]=[CH:38][CH:39]=4)[N:29]=3)=[CH:27][C:22]2=[N:21][N:20]=1)[O:12][C:13]1[CH:18]=[CH:17][CH:16]=[CH:15][CH:14]=1)(C(C)(C)C)(C)C.B(F)(F)F.CCOCC. (3) Given the product [F:37][C:28]1[CH:29]=[C:30]2[C:25](=[CH:26][CH:27]=1)[CH:24]=[N:23][C:22]([C:17]1[C:18]([NH2:21])=[N:19][CH:20]=[C:15]([C:13]3[CH:12]=[N:11][N:10]([CH:7]4[CH2:6][CH2:5][NH:4][CH2:9][CH2:8]4)[CH:14]=3)[CH:16]=1)=[CH:31]2, predict the reactants needed to synthesize it. The reactants are: Cl.Cl.Cl.[NH:4]1[CH2:9][CH2:8][CH:7]([N:10]2[CH:14]=[C:13]([C:15]3[CH:16]=[C:17]([C:22]4[N:23]=[CH:24][C:25]5[C:30]([CH:31]=4)=[CH:29][CH:28]=[C:27](OC(F)(F)F)[CH:26]=5)[C:18]([NH2:21])=[N:19][CH:20]=3)[CH:12]=[N:11]2)[CH2:6][CH2:5]1.[F:37]C1C=C2C(=CC=1)C=NC(OS(C(F)(F)F)(=O)=O)=C2. (4) Given the product [Br:1][C:2]1[CH:3]=[C:4]2[C:9](=[CH:10][CH:11]=1)[N:8]=[CH:7][C:6]([C:12](=[O:14])[CH3:13])=[C:5]2[NH:28][C:26]1[CH:25]=[N:24][N:23]([CH:20]2[CH2:21][CH2:22][N:17]([CH3:16])[CH2:18][CH2:19]2)[CH:27]=1, predict the reactants needed to synthesize it. The reactants are: [Br:1][C:2]1[CH:3]=[C:4]2[C:9](=[CH:10][CH:11]=1)[N:8]=[CH:7][C:6]([C:12](=[O:14])[CH3:13])=[C:5]2Cl.[CH3:16][N:17]1[CH2:22][CH2:21][CH:20]([N:23]2[CH:27]=[C:26]([NH2:28])[CH:25]=[N:24]2)[CH2:19][CH2:18]1.